From a dataset of Peptide-MHC class I binding affinity with 185,985 pairs from IEDB/IMGT. Regression. Given a peptide amino acid sequence and an MHC pseudo amino acid sequence, predict their binding affinity value. This is MHC class I binding data. (1) The MHC is HLA-C06:02 with pseudo-sequence HLA-C06:02. The peptide sequence is FSLPFPFLYKFLL. The binding affinity (normalized) is 0.0278. (2) The peptide sequence is EMIQLQEEL. The MHC is HLA-A02:06 with pseudo-sequence HLA-A02:06. The binding affinity (normalized) is 0.0713. (3) The peptide sequence is KKNHWFILK. The MHC is HLA-A02:19 with pseudo-sequence HLA-A02:19. The binding affinity (normalized) is 0.0847. (4) The peptide sequence is RAWGRRLMI. The MHC is HLA-B15:01 with pseudo-sequence HLA-B15:01. The binding affinity (normalized) is 0.0847.